This data is from Forward reaction prediction with 1.9M reactions from USPTO patents (1976-2016). The task is: Predict the product of the given reaction. (1) Given the reactants [Cl:1][C:2]1[N:3]=[C:4]([N:13]2[CH2:18][CH2:17][O:16][CH2:15][CH2:14]2)[C:5]2[S:10][C:9]([CH:11]=O)=[CH:8][C:6]=2[N:7]=1.[CH3:19][NH2:20].[BH4-].[Na+], predict the reaction product. The product is: [Cl:1][C:2]1[N:3]=[C:4]([N:13]2[CH2:18][CH2:17][O:16][CH2:15][CH2:14]2)[C:5]2[S:10][C:9]([CH2:11][NH:20][CH3:19])=[CH:8][C:6]=2[N:7]=1. (2) Given the reactants CS(C)=O.[CH:5]1([N:8]2[C:17]3[C:12](=[CH:13][C:14]([F:21])=[C:15](F)[C:16]=3[O:18][CH3:19])[C:11](=[O:22])[C:10]([C:23]([OH:25])=[O:24])=[CH:9]2)[CH2:7][CH2:6]1.C(OC([NH:33][C@H:34]1[C@@H:38]([CH2:39][F:40])[CH2:37][NH:36][CH2:35]1)=O)(C)(C)C, predict the reaction product. The product is: [NH2:33][C@H:34]1[C@@H:38]([CH2:39][F:40])[CH2:37][N:36]([C:15]2[C:16]([O:18][CH3:19])=[C:17]3[C:12]([C:11](=[O:22])[C:10]([C:23]([OH:25])=[O:24])=[CH:9][N:8]3[CH:5]3[CH2:6][CH2:7]3)=[CH:13][C:14]=2[F:21])[CH2:35]1. (3) Given the reactants [CH2:1]([O:8][C:9](=[O:13])[C@H:10]([CH3:12])[NH2:11])[C:2]1[CH:7]=[CH:6][CH:5]=[CH:4][CH:3]=1.C(O)(=O)C.C([BH3-])#N.[Na+].[C:22]([CH:29]([NH2:32])[CH:30]=O)([O:24][C:25]([CH3:28])([CH3:27])[CH3:26])=[O:23].C(=O)([O-])[O-].[Na+].[Na+], predict the reaction product. The product is: [CH2:1]([O:8][C:9](=[O:13])[C@H:10]([CH3:12])[NH:11][CH2:30][CH:29]([NH2:32])[C:22]([O:24][C:25]([CH3:28])([CH3:27])[CH3:26])=[O:23])[C:2]1[CH:7]=[CH:6][CH:5]=[CH:4][CH:3]=1. (4) Given the reactants Br[C:2]1[C:10]2[N:9]=[C:8]([CH3:11])[N:7]([CH2:12][C:13]3[CH:18]=[CH:17][CH:16]=[C:15]([Cl:19])[C:14]=3[Cl:20])[C:6]=2[CH:5]=[C:4]([N:21]2[CH2:26][CH2:25][O:24][CH2:23][CH2:22]2)[CH:3]=1.[NH:27]1[C:31](B(O)O)=[CH:30][CH:29]=[N:28]1.C([O-])([O-])=O.[Cs+].[Cs+].P(C(C)(C)C)(C(C)(C)C)C(C)(C)C, predict the reaction product. The product is: [Cl:20][C:14]1[C:15]([Cl:19])=[CH:16][CH:17]=[CH:18][C:13]=1[CH2:12][N:7]1[C:6]2[CH:5]=[C:4]([N:21]3[CH2:26][CH2:25][O:24][CH2:23][CH2:22]3)[CH:3]=[C:2]([C:29]3[NH:28][N:27]=[CH:31][CH:30]=3)[C:10]=2[N:9]=[C:8]1[CH3:11]. (5) Given the reactants [C:1]([O:5][C:6](=[O:28])[C:7]1[CH:12]=[CH:11][C:10]([C:13]2[CH2:17][C:16]([C:19]3[CH:24]=[C:23]([Cl:25])[CH:22]=[C:21]([Cl:26])[CH:20]=3)([CH3:18])[O:15][N:14]=2)=[CH:9][C:8]=1[CH3:27])([CH3:4])([CH3:3])[CH3:2].C[Si](C)(C)N[Si](C)(C)C.[Li].Cl[C:40]([O:42][CH3:43])=[O:41], predict the reaction product. The product is: [CH3:43][O:42][C:40]([N:14]1[C:13]([C:10]2[CH:11]=[CH:12][C:7]([C:6]([O:5][C:1]([CH3:4])([CH3:2])[CH3:3])=[O:28])=[C:8]([CH3:27])[CH:9]=2)=[CH:17][C:16]([C:19]2[CH:20]=[C:21]([Cl:26])[CH:22]=[C:23]([Cl:25])[CH:24]=2)([CH3:18])[O:15]1)=[O:41].